This data is from Catalyst prediction with 721,799 reactions and 888 catalyst types from USPTO. The task is: Predict which catalyst facilitates the given reaction. Reactant: CON(C)[C:4]([CH:6]1[CH2:10][C:9](=[O:11])[N:8]([C:12]2[CH:17]=[CH:16][CH:15]=[C:14]([C:18]([F:21])([F:20])[F:19])[CH:13]=2)[CH2:7]1)=[O:5].[CH3:23][Mg]Br. Product: [C:4]([CH:6]1[CH2:7][N:8]([C:12]2[CH:17]=[CH:16][CH:15]=[C:14]([C:18]([F:19])([F:20])[F:21])[CH:13]=2)[C:9](=[O:11])[CH2:10]1)(=[O:5])[CH3:23]. The catalyst class is: 1.